This data is from Full USPTO retrosynthesis dataset with 1.9M reactions from patents (1976-2016). The task is: Predict the reactants needed to synthesize the given product. Given the product [CH3:11][O:12][C:13]([C:14]1([C:15]2[CH:20]=[CH:19][N:18]=[C:17]([C:21]3[CH:22]=[CH:23][C:24]([C:27]([F:30])([F:28])[F:29])=[CH:25][CH:26]=3)[CH:16]=2)[CH2:36][CH:35]=[CH:34][CH2:33]1)=[O:31], predict the reactants needed to synthesize it. The reactants are: C[Si]([N-][Si](C)(C)C)(C)C.[Li+].[CH3:11][O:12][C:13](=[O:31])[CH2:14][C:15]1[CH:20]=[CH:19][N:18]=[C:17]([C:21]2[CH:26]=[CH:25][C:24]([C:27]([F:30])([F:29])[F:28])=[CH:23][CH:22]=2)[CH:16]=1.Cl[CH2:33]/[CH:34]=[CH:35]\[CH2:36]Cl.